From a dataset of Full USPTO retrosynthesis dataset with 1.9M reactions from patents (1976-2016). Predict the reactants needed to synthesize the given product. (1) Given the product [Cl:18][C:19]1[CH:26]=[CH:25][CH:24]=[C:23]([CH2:27][CH3:28])[C:20]=1[CH:21]([C:6]1[NH:5][CH:9]=[CH:8][N:7]=1)[OH:22], predict the reactants needed to synthesize it. The reactants are: C(OC(OCC)[N:5]1[CH:9]=[CH:8][N:7]=[CH:6]1)C.C([Li])CCC.[Cl:18][C:19]1[CH:26]=[CH:25][CH:24]=[C:23]([CH2:27][CH3:28])[C:20]=1[CH:21]=[O:22]. (2) Given the product [NH2:7][C:8]1[O:9][CH2:10][CH2:11][C@:12]([C:15]2[CH:20]=[C:19]([NH:21][C:32]([C:29]3[CH:28]=[CH:27][C:26]([C:25]([F:36])([F:24])[F:35])=[CH:31][N:30]=3)=[O:33])[CH:18]=[CH:17][C:16]=2[F:22])([CH3:14])[N:13]=1, predict the reactants needed to synthesize it. The reactants are: C(OC(=O)[NH:7][C:8]1[O:9][CH2:10][CH2:11][C@:12]([C:15]2[CH:20]=[C:19]([NH2:21])[CH:18]=[CH:17][C:16]=2[F:22])([CH3:14])[N:13]=1)(C)(C)C.[F:24][C:25]([F:36])([F:35])[C:26]1[CH:27]=[CH:28][C:29]([C:32](O)=[O:33])=[N:30][CH:31]=1. (3) The reactants are: [NH:1]1[C:9]2[C:4](=[CH:5][CH:6]=[CH:7][CH:8]=2)[C:3]([CH2:10][N:11]2[CH2:16][CH2:15][CH2:14][C:13]3([CH2:21][CH2:20][NH:19][CH2:18][CH2:17]3)[C:12]2=[O:22])=[CH:2]1.Cl[C:24]1[CH:25]=[C:26]([CH:29]=[CH:30][N:31]=1)[C:27]#[N:28].CCN(C(C)C)C(C)C. Given the product [NH:1]1[C:9]2[C:4](=[CH:5][CH:6]=[CH:7][CH:8]=2)[C:3]([CH2:10][N:11]2[CH2:16][CH2:15][CH2:14][C:13]3([CH2:21][CH2:20][N:19]([C:24]4[CH:25]=[C:26]([CH:29]=[CH:30][N:31]=4)[C:27]#[N:28])[CH2:18][CH2:17]3)[C:12]2=[O:22])=[CH:2]1, predict the reactants needed to synthesize it. (4) The reactants are: [Cl:1][C:2]1[C:10]2[N:9]=[C:8]3[N:11]([C:15]4[CH:20]=[CH:19][C:18]([Cl:21])=[CH:17][C:16]=4[Cl:22])[CH2:12][CH2:13][CH2:14][N:7]3[C:6]=2[C:5]([CH:23]([OH:28])[C:24]([F:27])([F:26])[F:25])=[CH:4][CH:3]=1.C(OC=C)(=O)C.C(=O)([O-])[O-].[Na+].[Na+].C([Zn]CC)C.CCC[CH2:49][CH2:50][CH3:51]. Given the product [Cl:1][C:2]1[C:10]2[N:9]=[C:8]3[N:11]([C:15]4[CH:20]=[CH:19][C:18]([Cl:21])=[CH:17][C:16]=4[Cl:22])[CH2:12][CH2:13][CH2:14][N:7]3[C:6]=2[C:5]([CH:23]([O:28][CH:49]2[CH2:50][CH2:51]2)[C:24]([F:25])([F:26])[F:27])=[CH:4][CH:3]=1, predict the reactants needed to synthesize it. (5) Given the product [CH3:1][C:2]1[O:6][N:5]=[C:4]([NH:7][C:15](=[O:16])[O:17][CH2:18][C:19]([Cl:22])([Cl:21])[Cl:20])[CH:3]=1, predict the reactants needed to synthesize it. The reactants are: [CH3:1][C:2]1[O:6][N:5]=[C:4]([NH2:7])[CH:3]=1.N1C=CC=CC=1.Cl[C:15]([O:17][CH2:18][C:19]([Cl:22])([Cl:21])[Cl:20])=[O:16].O. (6) Given the product [F:21][C@@H:19]1[CH2:20][N:16]([C:14](=[O:15])[CH2:13][NH:12][C:7]23[CH2:8][CH2:9][C:4]([C:1]([NH:31][C:30]4[CH:32]=[CH:33][C:27]([CH2:24][CH2:25][CH3:26])=[CH:28][CH:29]=4)=[O:3])([CH2:11][CH2:10]2)[CH2:5][CH2:6]3)[C@H:17]([C:22]#[N:23])[CH2:18]1, predict the reactants needed to synthesize it. The reactants are: [C:1]([C:4]12[CH2:11][CH2:10][C:7]([NH:12][CH2:13][C:14]([N:16]3[CH2:20][C@@H:19]([F:21])[CH2:18][C@H:17]3[C:22]#[N:23])=[O:15])([CH2:8][CH2:9]1)[CH2:6][CH2:5]2)([OH:3])=O.[CH2:24]([C:27]1[CH:33]=[CH:32][C:30]([NH2:31])=[CH:29][CH:28]=1)[CH2:25][CH3:26].